Dataset: Full USPTO retrosynthesis dataset with 1.9M reactions from patents (1976-2016). Task: Predict the reactants needed to synthesize the given product. Given the product [CH:10]1([C:13]2[CH:14]=[N:15][N:16]([C:18]3[N:23]=[CH:22][C:21]([NH:24][CH:25]([C:29]4[CH:37]=[CH:36][C:32]([C:33]([NH:2][CH2:3][CH2:4][C:5]([O:7][CH2:8][CH3:9])=[O:6])=[O:34])=[CH:31][CH:30]=4)[CH2:26][CH2:27][CH3:28])=[CH:20][CH:19]=3)[CH:17]=2)[CH2:12][CH2:11]1, predict the reactants needed to synthesize it. The reactants are: Cl.[NH2:2][CH2:3][CH2:4][C:5]([O:7][CH2:8][CH3:9])=[O:6].[CH:10]1([C:13]2[CH:14]=[N:15][N:16]([C:18]3[N:23]=[CH:22][C:21]([NH:24][CH:25]([C:29]4[CH:37]=[CH:36][C:32]([C:33](O)=[O:34])=[CH:31][CH:30]=4)[CH2:26][CH2:27][CH3:28])=[CH:20][CH:19]=3)[CH:17]=2)[CH2:12][CH2:11]1.O.OC1C2N=NNC=2C=CC=1.C(N(CC)CC)C.Cl.C(N=C=NCCCN(C)C)C.